Dataset: Merck oncology drug combination screen with 23,052 pairs across 39 cell lines. Task: Regression. Given two drug SMILES strings and cell line genomic features, predict the synergy score measuring deviation from expected non-interaction effect. (1) Drug 1: NC(=O)c1cccc2cn(-c3ccc(C4CCCNC4)cc3)nc12. Drug 2: Cn1cc(-c2cnn3c(N)c(Br)c(C4CCCNC4)nc23)cn1. Cell line: A375. Synergy scores: synergy=38.7. (2) Drug 1: CN1C(=O)C=CC2(C)C3CCC4(C)C(NC(=O)OCC(F)(F)F)CCC4C3CCC12. Drug 2: CCc1c2c(nc3ccc(O)cc13)-c1cc3c(c(=O)n1C2)COC(=O)C3(O)CC. Cell line: VCAP. Synergy scores: synergy=28.4. (3) Drug 1: Cc1nc(Nc2ncc(C(=O)Nc3c(C)cccc3Cl)s2)cc(N2CCN(CCO)CC2)n1. Drug 2: COC1=C2CC(C)CC(OC)C(O)C(C)C=C(C)C(OC(N)=O)C(OC)C=CC=C(C)C(=O)NC(=CC1=O)C2=O. Synergy scores: synergy=0.727. Cell line: NCIH460. (4) Drug 1: CC1(c2nc3c(C(N)=O)cccc3[nH]2)CCCN1. Drug 2: CNC(=O)c1cc(Oc2ccc(NC(=O)Nc3ccc(Cl)c(C(F)(F)F)c3)cc2)ccn1. Cell line: OV90. Synergy scores: synergy=5.78.